This data is from Catalyst prediction with 721,799 reactions and 888 catalyst types from USPTO. The task is: Predict which catalyst facilitates the given reaction. (1) Reactant: [C:1]([O:5][C:6](=[O:20])[CH2:7][C@@:8]1([CH2:16][N+:17]([O-])=O)[CH2:14][C@@H:13]2[C@H:9]1[CH:10]=[C:11]([CH3:15])[CH2:12]2)([CH3:4])([CH3:3])[CH3:2].O.NN.[C:24](O[C:24]([O:26][C:27]([CH3:30])([CH3:29])[CH3:28])=[O:25])([O:26][C:27]([CH3:30])([CH3:29])[CH3:28])=[O:25]. Product: [C:1]([O:5][C:6](=[O:20])[CH2:7][C@@:8]1([CH2:16][NH:17][C:24]([O:26][C:27]([CH3:30])([CH3:29])[CH3:28])=[O:25])[CH2:14][C@@H:13]2[C@H:9]1[CH:10]=[C:11]([CH3:15])[CH2:12]2)([CH3:4])([CH3:3])[CH3:2]. The catalyst class is: 171. (2) Reactant: [CH:1]([CH:3]1[CH2:8][CH2:7][CH:6]([NH:9][C:10](=[O:16])[O:11][C:12]([CH3:15])([CH3:14])[CH3:13])[CH2:5][CH2:4]1)=O.[CH2:17]([NH2:20])[CH2:18][NH2:19].C(=O)([O-])[O-].[K+].[K+].II. Product: [NH:19]1[CH2:18][CH2:17][N:20]=[C:1]1[CH:3]1[CH2:8][CH2:7][CH:6]([NH:9][C:10](=[O:16])[O:11][C:12]([CH3:15])([CH3:14])[CH3:13])[CH2:5][CH2:4]1. The catalyst class is: 107. (3) Reactant: [Cl-].[OH:2][NH3+:3].C([O-])(=O)C.[Na+].[Cl:9][C:10]1[CH:27]=[C:26]([Cl:28])[CH:25]=[CH:24][C:11]=1[CH2:12][NH:13][C:14]1[N:15]=[C:16]([S:22][CH3:23])[N:17]=[N:18][C:19]=1[CH:20]=O. Product: [Cl:9][C:10]1[CH:27]=[C:26]([Cl:28])[CH:25]=[CH:24][C:11]=1[CH2:12][NH:13][C:14]1[N:15]=[C:16]([S:22][CH3:23])[N:17]=[N:18][C:19]=1[CH:20]=[N:3][OH:2]. The catalyst class is: 5. (4) Reactant: [CH3:1][C:2]1[N:3]([C:31]2[CH:42]=[CH:41][C:34]([O:35][CH:36]([CH3:40])[C:37]([NH2:39])=O)=[CH:33][CH:32]=2)[C:4](=[O:30])[C:5]([CH2:11][C:12]2[CH:17]=[CH:16][C:15]([C:18]3[CH:23]=[CH:22][CH:21]=[CH:20][C:19]=3[C:24]3[NH:28][C:27](=[O:29])[O:26][N:25]=3)=[CH:14][CH:13]=2)=[C:6]([CH2:8][CH2:9][CH3:10])[N:7]=1.C(N(CC)CC)C.FC(F)(F)C(OC(=O)C(F)(F)F)=O.C(OCC)(=O)C. Product: [CH3:1][C:2]1[N:3]([C:31]2[CH:32]=[CH:33][C:34]([O:35][CH:36]([CH3:40])[C:37]#[N:39])=[CH:41][CH:42]=2)[C:4](=[O:30])[C:5]([CH2:11][C:12]2[CH:13]=[CH:14][C:15]([C:18]3[CH:23]=[CH:22][CH:21]=[CH:20][C:19]=3[C:24]3[NH:28][C:27](=[O:29])[O:26][N:25]=3)=[CH:16][CH:17]=2)=[C:6]([CH2:8][CH2:9][CH3:10])[N:7]=1. The catalyst class is: 47. (5) Reactant: [CH3:1][C:2]1([CH3:9])[CH2:7][CH2:6][C:5](=[O:8])[CH2:4][CH2:3]1.[O-]CC.[Na+].[C:14](OCC)(=[O:20])[C:15]([O:17][CH2:18][CH3:19])=[O:16]. Product: [CH3:1][C:2]1([CH3:9])[CH2:7][CH:6]([C:14](=[O:20])[C:15]([O:17][CH2:18][CH3:19])=[O:16])[C:5](=[O:8])[CH2:4][CH2:3]1. The catalyst class is: 14.